This data is from Peptide-MHC class I binding affinity with 185,985 pairs from IEDB/IMGT. The task is: Regression. Given a peptide amino acid sequence and an MHC pseudo amino acid sequence, predict their binding affinity value. This is MHC class I binding data. (1) The peptide sequence is KGPDKLQVY. The MHC is HLA-B07:02 with pseudo-sequence HLA-B07:02. The binding affinity (normalized) is 0.0847. (2) The peptide sequence is INLWKSGLF. The MHC is H-2-Kb with pseudo-sequence H-2-Kb. The binding affinity (normalized) is 0.623. (3) The peptide sequence is EYVDVHPVL. The MHC is HLA-A29:02 with pseudo-sequence HLA-A29:02. The binding affinity (normalized) is 0.322. (4) The binding affinity (normalized) is 0.0847. The peptide sequence is HAEQGLIQY. The MHC is HLA-A02:11 with pseudo-sequence HLA-A02:11. (5) The peptide sequence is KQWIVAGAI. The MHC is HLA-A26:01 with pseudo-sequence HLA-A26:01. The binding affinity (normalized) is 0.0847.